Task: Predict the product of the given reaction.. Dataset: Forward reaction prediction with 1.9M reactions from USPTO patents (1976-2016) (1) Given the reactants Cl.[NH2:2][C@H:3]1[C:11]2[C:6](=[CH:7][C:8]([C:12]([O:14][CH3:15])=[O:13])=[CH:9][CH:10]=2)[CH2:5][CH2:4]1.C(N(CC)CC)C.[Cl:23][C:24]1[CH:29]=[CH:28][CH:27]=[CH:26][C:25]=1[S:30](Cl)(=[O:32])=[O:31], predict the reaction product. The product is: [Cl:23][C:24]1[CH:29]=[CH:28][CH:27]=[CH:26][C:25]=1[S:30]([NH:2][C@H:3]1[C:11]2[C:6](=[CH:7][C:8]([C:12]([O:14][CH3:15])=[O:13])=[CH:9][CH:10]=2)[CH2:5][CH2:4]1)(=[O:32])=[O:31]. (2) Given the reactants [F:1][C:2]([F:28])([F:27])[C:3]1[CH:4]=[C:5]([CH:9](O)[CH2:10][N:11]2[C:19]3[CH:18]=[CH:17][C:16]([CH3:20])=[CH:15][C:14]=3[C:13]3[CH2:21][N:22]([CH3:25])[CH2:23][CH2:24][C:12]2=3)[CH:6]=[N:7][CH:8]=1.S(=O)(=O)(O)O.[OH-].[K+], predict the reaction product. The product is: [F:27][C:2]([F:1])([F:28])[C:3]1[CH:4]=[C:5](/[CH:9]=[CH:10]/[N:11]2[C:19]3[CH:18]=[CH:17][C:16]([CH3:20])=[CH:15][C:14]=3[C:13]3[CH2:21][N:22]([CH3:25])[CH2:23][CH2:24][C:12]2=3)[CH:6]=[N:7][CH:8]=1. (3) Given the reactants C[CH2:2][CH2:3][CH:4]([C:6]1(CC)C(=O)NC(=O)[NH:9][C:7]1=O)[CH3:5].Cl[C:18](Cl)(Cl)[CH:19]([OH:21])O.C1C([C@@H](O)[C@H](NC(C(Cl)Cl)=O)CO)=CC=C([N+]([O-])=O)C=1, predict the reaction product. The product is: [NH2:9][CH2:7][CH2:6][C:4]1[CH:5]=[CH:18][C:19]([OH:21])=[CH:2][CH:3]=1. (4) Given the reactants Br[CH:2]1[C:7](=O)[CH2:6][CH2:5][CH2:4][C:3]1=[O:9].[C:10]([NH2:13])(=[S:12])[CH3:11].[Na+].[Cl-].C(O)=O, predict the reaction product. The product is: [CH3:11][C:10]1[S:12][C:2]2[C:3](=[O:9])[CH2:4][CH2:5][CH2:6][C:7]=2[N:13]=1. (5) Given the reactants [Br:1][C:2]1[CH:11]=[CH:10][C:5]([C:6]([O:8][CH3:9])=[O:7])=[CH:4][C:3]=1[CH2:12]Br.[CH3:14][OH:15], predict the reaction product. The product is: [Br:1][C:2]1[CH:11]=[CH:10][C:5]([C:6]([O:8][CH3:9])=[O:7])=[CH:4][C:3]=1[CH2:12][O:15][CH3:14]. (6) Given the reactants [CH:1]([C:3]([CH3:5])=[O:4])=[CH2:2].[SH:6][CH2:7][CH2:8][C:9]([O:11][CH3:12])=[O:10].C(N(CC)CC)C, predict the reaction product. The product is: [O:4]=[C:3]([CH3:5])[CH2:1][CH2:2][S:6][CH2:7][CH2:8][C:9]([O:11][CH3:12])=[O:10]. (7) Given the reactants O.FC1C(F)=CC=CC=1C1C=C2C(=CC=1)NN=C2C(NCC1CCN(CC2OC=C(C(O)=O)N=2)CC1)=[O:20].Br[C:39]1[CH:40]=[C:41]2[C:45](=[CH:46][CH:47]=1)[NH:44][N:43]=[C:42]2[C:48]([NH:50][CH2:51][CH:52]1[CH2:57][CH2:56][N:55]([CH2:58][C:59]2[O:63][C:62]([C:64]([O:66]CC)=[O:65])=[CH:61][CH:60]=2)[CH2:54][CH2:53]1)=[O:49].[CH3:69][O:70][C:71]1[C:76](B(O)O)=[CH:75][CH:74]=[CH:73][N:72]=1, predict the reaction product. The product is: [OH2:20].[CH3:69][O:70][C:71]1[C:76]([C:39]2[CH:40]=[C:41]3[C:45](=[CH:46][CH:47]=2)[NH:44][N:43]=[C:42]3[C:48]([NH:50][CH2:51][CH:52]2[CH2:57][CH2:56][N:55]([CH2:58][C:59]3[O:63][C:62]([C:64]([OH:66])=[O:65])=[CH:61][CH:60]=3)[CH2:54][CH2:53]2)=[O:49])=[CH:75][CH:74]=[CH:73][N:72]=1.